From a dataset of Reaction yield outcomes from USPTO patents with 853,638 reactions. Predict the reaction yield, written as a fraction of the theoretical maximum amount of product (1.0 means a 100% yield; for example, 0.34 means a 34% yield). (1) The reactants are N.CC([O-:6])(C)C.[K+].[CH3:8][O:9][C:10]1[CH:15]=[CH:14][N:13]=[CH:12][C:11]=1[N+:16]([O-:18])=[O:17].C(OO)(C)(C)C.C(OO)(C)(C)C.C1COCC1. The catalyst is C1COCC1. The product is [CH3:8][O:9][C:10]1[C:11]([N+:16]([O-:18])=[O:17])=[CH:12][N:13]=[C:14]([OH:6])[CH:15]=1. The yield is 0.700. (2) The reactants are [Br:1][C:2]1[CH:3]=[C:4]2[C:9](=[CH:10][CH:11]=1)[N:8]=[CH:7][C:6]([C:12](=[O:17])[CH2:13][CH:14]([CH3:16])[CH3:15])=[C:5]2Cl.[CH3:19][N:20]([CH3:28])[C@H:21]1[CH2:26][CH2:25][C@H:24]([NH2:27])[CH2:23][CH2:22]1. No catalyst specified. The product is [Br:1][C:2]1[CH:3]=[C:4]2[C:9](=[CH:10][CH:11]=1)[N:8]=[CH:7][C:6]([C:12](=[O:17])[CH2:13][CH:14]([CH3:16])[CH3:15])=[C:5]2[NH:27][C@H:24]1[CH2:25][CH2:26][C@H:21]([N:20]([CH3:28])[CH3:19])[CH2:22][CH2:23]1. The yield is 0.210. (3) The reactants are [C:1]1([Si:7]([O:12][CH3:13])([O:10][CH3:11])[O:8][CH3:9])[CH:6]=[CH:5][CH:4]=[CH:3][CH:2]=1.[CH2:14](O)[CH2:15][CH2:16][CH2:17][CH2:18][CH2:19][CH2:20]C. No catalyst specified. The product is [C:1]1([Si:7]([O:12][CH3:13])([O:8][CH3:9])[O:10][CH2:11][CH2:14][CH2:15][CH2:16][CH2:17][CH2:18][CH2:19][CH3:20])[CH:2]=[CH:3][CH:4]=[CH:5][CH:6]=1. The yield is 0.660. (4) The reactants are Cl[C:2]1[CH:7]=[CH:6][N:5]=[C:4]([NH2:8])[CH:3]=1.[CH3:9][O-:10].[Na+]. The catalyst is CS(C)=O. The product is [CH3:9][O:10][C:2]1[CH:7]=[CH:6][N:5]=[C:4]([NH2:8])[CH:3]=1. The yield is 0.160.